The task is: Predict the product of the given reaction.. This data is from Forward reaction prediction with 1.9M reactions from USPTO patents (1976-2016). (1) The product is: [CH3:22][N:21]1[CH2:23][CH2:24][C:14]([C:11]2[S:12][CH:13]=[C:9]([C:3]3[CH:4]=[CH:5][CH:6]=[CH:7][CH:8]=3)[N:10]=2)([C:15]#[N:16])[CH2:19][CH2:20]1. Given the reactants [NH2-].[Na+].[C:3]1([C:9]2[N:10]=[C:11]([CH2:14][C:15]#[N:16])[S:12][CH:13]=2)[CH:8]=[CH:7][CH:6]=[CH:5][CH:4]=1.Cl.Cl[CH2:19][CH2:20][N:21]([CH2:23][CH2:24]Cl)[CH3:22].N, predict the reaction product. (2) Given the reactants [F:1][C:2]1[CH:14]=[C:13]([N+:15]([O-])=O)[CH:12]=[CH:11][C:3]=1[C:4]([NH:6][CH2:7][C:8]([OH:10])=[O:9])=[O:5].C([O-])=O.[NH4+], predict the reaction product. The product is: [NH2:15][C:13]1[CH:12]=[CH:11][C:3]([C:4]([NH:6][CH2:7][C:8]([OH:10])=[O:9])=[O:5])=[C:2]([F:1])[CH:14]=1. (3) The product is: [Cl:35][C:7]1[CH:6]=[C:5]([CH2:4][C:3]([OH:36])=[O:2])[CH:10]=[CH:9][C:8]=1[C:11]1[C:15]([CH2:16][O:17][CH2:18][CH2:19][O:20][C:21]2[CH:26]=[CH:25][C:24]([Cl:27])=[CH:23][C:22]=2[Cl:28])=[C:14]([C:29]2[CH:30]=[CH:31][CH:32]=[CH:33][CH:34]=2)[O:13][N:12]=1. Given the reactants C[O:2][C:3](=[O:36])[CH2:4][C:5]1[CH:10]=[CH:9][C:8]([C:11]2[C:15]([CH2:16][O:17][CH2:18][CH2:19][O:20][C:21]3[CH:26]=[CH:25][C:24]([Cl:27])=[CH:23][C:22]=3[Cl:28])=[C:14]([C:29]3[CH:34]=[CH:33][CH:32]=[CH:31][CH:30]=3)[O:13][N:12]=2)=[C:7]([Cl:35])[CH:6]=1.[Li+].[OH-].Cl.C(Cl)Cl, predict the reaction product. (4) Given the reactants [NH2:1][C:2]1[CH:3]=[CH:4][C:5]2[N:11]([CH3:12])[C:10](=[O:13])[CH2:9][CH2:8][CH2:7][C:6]=2[CH:14]=1.Cl[C:16]1[N:21]=[C:20]([NH:22][C:23]2[CH:35]=[CH:34][CH:33]=[CH:32][C:24]=2[C:25]([N:27]([CH3:31])[CH2:28][C:29]#[CH:30])=[O:26])[C:19]([Cl:36])=[CH:18][N:17]=1, predict the reaction product. The product is: [Cl:36][C:19]1[C:20]([NH:22][C:23]2[CH:35]=[CH:34][CH:33]=[CH:32][C:24]=2[C:25]([N:27]([CH3:31])[CH2:28][C:29]#[CH:30])=[O:26])=[N:21][C:16]([NH:1][C:2]2[CH:3]=[CH:4][C:5]3[N:11]([CH3:12])[C:10](=[O:13])[CH2:9][CH2:8][CH2:7][C:6]=3[CH:14]=2)=[N:17][CH:18]=1.